From a dataset of NCI-60 drug combinations with 297,098 pairs across 59 cell lines. Regression. Given two drug SMILES strings and cell line genomic features, predict the synergy score measuring deviation from expected non-interaction effect. Drug 1: CC(CN1CC(=O)NC(=O)C1)N2CC(=O)NC(=O)C2. Drug 2: CC1OCC2C(O1)C(C(C(O2)OC3C4COC(=O)C4C(C5=CC6=C(C=C35)OCO6)C7=CC(=C(C(=C7)OC)O)OC)O)O. Cell line: SK-OV-3. Synergy scores: CSS=24.6, Synergy_ZIP=6.54, Synergy_Bliss=10.9, Synergy_Loewe=4.39, Synergy_HSA=13.4.